Task: Predict the reactants needed to synthesize the given product.. Dataset: Full USPTO retrosynthesis dataset with 1.9M reactions from patents (1976-2016) Given the product [O:22]=[S:2]1(=[O:1])[CH2:7][CH2:6][N:5]([CH2:8][CH2:9][CH2:10][NH2:11])[CH2:4][CH2:3]1, predict the reactants needed to synthesize it. The reactants are: [O:1]=[S:2]1(=[O:22])[CH2:7][CH2:6][N:5]([CH2:8][CH2:9][CH2:10][N:11]2C(=O)C3C(=CC=CC=3)C2=O)[CH2:4][CH2:3]1.O.NN.